This data is from Full USPTO retrosynthesis dataset with 1.9M reactions from patents (1976-2016). The task is: Predict the reactants needed to synthesize the given product. (1) Given the product [Cl:25][C:26]1[CH:31]=[C:30]([Cl:32])[CH:29]=[CH:28][C:27]=1[C:33]1[CH:38]=[CH:37][C:36]([C@@H:39]([OH:45])[CH2:40][CH2:41][CH2:42][CH:43]=[CH2:44])=[CH:35][CH:34]=1, predict the reactants needed to synthesize it. The reactants are: B(Cl)([C@H]1[C@H](C)C2C(C)(C)C(CC2)C1)[C@H]1[C@H](C)C2C(C)(C)C(CC2)C1.[Cl:25][C:26]1[CH:31]=[C:30]([Cl:32])[CH:29]=[CH:28][C:27]=1[C:33]1[CH:38]=[CH:37][C:36]([C:39](=[O:45])[CH2:40][CH2:41][CH2:42][CH:43]=[CH2:44])=[CH:35][CH:34]=1. (2) Given the product [CH2:20]([O:15][C:6]1[C:5]([CH:16]=[O:17])=[CH:4][CH:3]=[C:2]([Cl:1])[C:7]=1[C:8]1[CH:13]=[CH:12][CH:11]=[CH:10][C:9]=1[CH3:14])[C:21]1[CH:26]=[CH:25][CH:24]=[CH:23][CH:22]=1, predict the reactants needed to synthesize it. The reactants are: [Cl:1][C:2]1[C:7]([C:8]2[CH:13]=[CH:12][CH:11]=[CH:10][C:9]=2[CH3:14])=[C:6]([OH:15])[C:5]([CH:16]=[O:17])=[CH:4][CH:3]=1.[H-].[Na+].[CH2:20](Br)[C:21]1[CH:26]=[CH:25][CH:24]=[CH:23][CH:22]=1. (3) The reactants are: CS([C:5]1[N:10]=[C:9]([N:11]2[CH2:16][CH2:15][C:14](=[O:17])[N:13]3[CH2:18][CH:19]=[C:20]([C:22]4[CH:27]=[CH:26][CH:25]=[CH:24][CH:23]=4)[N:21]=[C:12]23)[CH:8]=[CH:7][N:6]=1)(=O)=O.[C:28]([O:32][C:33](=[O:46])[NH:34][CH:35]([C:37]1[CH:42]=[CH:41][C:40]([CH2:43][CH2:44][NH2:45])=[CH:39][CH:38]=1)[CH3:36])([CH3:31])([CH3:30])[CH3:29].O1CCOCC1. Given the product [C:28]([O:32][C:33](=[O:46])[NH:34][CH:35]([C:37]1[CH:42]=[CH:41][C:40]([CH2:43][CH2:44][NH:45][C:5]2[N:10]=[C:9]([N:11]3[CH2:16][CH2:15][C:14](=[O:17])[N:13]4[CH2:18][CH:19]=[C:20]([C:22]5[CH:23]=[CH:24][CH:25]=[CH:26][CH:27]=5)[N:21]=[C:12]34)[CH:8]=[CH:7][N:6]=2)=[CH:39][CH:38]=1)[CH3:36])([CH3:30])([CH3:29])[CH3:31], predict the reactants needed to synthesize it.